This data is from Full USPTO retrosynthesis dataset with 1.9M reactions from patents (1976-2016). The task is: Predict the reactants needed to synthesize the given product. (1) Given the product [Cl:1][C:2]1[C:6]([CH3:7])=[C:5]([NH:8][C:9](=[O:23])[C:10]2[CH:15]=[C:14]([N:16]3[CH2:21][CH2:20][O:19][CH2:18][CH2:17]3)[CH:13]=[C:12]([F:22])[CH:11]=2)[S:4][C:3]=1[C:24]([NH:34][C:31]1[CH:30]=[N:29][C:28]([NH2:27])=[N:33][CH:32]=1)=[O:25], predict the reactants needed to synthesize it. The reactants are: [Cl:1][C:2]1[C:6]([CH3:7])=[C:5]([NH:8][C:9](=[O:23])[C:10]2[CH:15]=[C:14]([N:16]3[CH2:21][CH2:20][O:19][CH2:18][CH2:17]3)[CH:13]=[C:12]([F:22])[CH:11]=2)[S:4][C:3]=1[C:24](O)=[O:25].[NH2:27][C:28]1[N:33]=[CH:32][C:31]([NH2:34])=[CH:30][N:29]=1. (2) Given the product [CH3:1][NH:2][C:5](=[O:13])[CH2:6][C:7]1[CH:8]=[CH:9][CH:10]=[CH:11][C:12]=1[C:3]([OH:4])=[O:14], predict the reactants needed to synthesize it. The reactants are: [CH3:1][NH2:2].[C:3]1(=[O:14])[C:12]2[C:7](=[CH:8][CH:9]=[CH:10][CH:11]=2)[CH2:6][C:5](=[O:13])[O:4]1. (3) Given the product [Cl:1][C:2]1[CH:10]=[CH:9][C:5]([CH2:6][OH:7])=[C:4]([I:11])[CH:3]=1, predict the reactants needed to synthesize it. The reactants are: [Cl:1][C:2]1[CH:10]=[CH:9][C:5]([C:6](O)=[O:7])=[C:4]([I:11])[CH:3]=1.B.C1COCC1.O. (4) Given the product [Br:1][C:2]1[CH:7]=[CH:6][C:5]([C:8]2([OH:19])[CH2:9][CH2:10][CH:11]([C:14]([OH:16])=[O:15])[CH2:12][CH2:13]2)=[C:4]([CH3:20])[CH:3]=1, predict the reactants needed to synthesize it. The reactants are: [Br:1][C:2]1[CH:7]=[CH:6][C:5]([C:8]2([OH:19])[CH2:13][CH2:12][CH:11]([C:14]([O:16]CC)=[O:15])[CH2:10][CH2:9]2)=[C:4]([CH3:20])[CH:3]=1.O.[OH-].[Li+]. (5) Given the product [CH3:1][O:2][C:3]1[CH:10]=[C:9]([O:11][CH3:12])[C:8]([C:13]2[N:14]=[N:15][NH:16][N:17]=2)=[CH:7][C:4]=1/[CH:5]=[CH:19]/[C:18]([C:21]1[CH:29]=[CH:28][C:24]([C:25]([OH:27])=[O:26])=[CH:23][CH:22]=1)=[O:20], predict the reactants needed to synthesize it. The reactants are: [CH3:1][O:2][C:3]1[CH:10]=[C:9]([O:11][CH3:12])[C:8]([C:13]2[N:14]=[N:15][NH:16][N:17]=2)=[CH:7][C:4]=1[CH:5]=O.[C:18]([C:21]1[CH:29]=[CH:28][C:24]([C:25]([OH:27])=[O:26])=[CH:23][CH:22]=1)(=[O:20])[CH3:19]. (6) Given the product [CH3:34][N:6]1[C:5]([C:20]2[N:24]([C:25]3[CH:26]=[CH:27][C:28]([C:29]#[N:30])=[CH:31][CH:32]=3)[N:23]=[CH:22][CH:21]=2)=[C:4]([CH3:3])[N:8]([C:9]2[CH:14]=[CH:13][CH:12]=[C:11]([C:15]([F:18])([F:17])[F:16])[CH:10]=2)[C:7]1=[O:19], predict the reactants needed to synthesize it. The reactants are: [H-].[Na+].[CH3:3][C:4]1[N:8]([C:9]2[CH:14]=[CH:13][CH:12]=[C:11]([C:15]([F:18])([F:17])[F:16])[CH:10]=2)[C:7](=[O:19])[NH:6][C:5]=1[C:20]1[N:24]([C:25]2[CH:32]=[CH:31][C:28]([C:29]#[N:30])=[CH:27][CH:26]=2)[N:23]=[CH:22][CH:21]=1.I[CH3:34].O. (7) Given the product [ClH:8].[NH2:10][C@@H:11]([CH3:15])[C:12]([O:5][CH2:1][CH2:2][CH2:3][CH3:4])=[O:13], predict the reactants needed to synthesize it. The reactants are: [CH2:1]([OH:5])[CH2:2][CH2:3][CH3:4].O=S(Cl)[Cl:8].[NH2:10][C@@H:11]([CH3:15])[C:12](O)=[O:13]. (8) Given the product [NH2:35][CH2:34][CH2:33][O:32][C:31]1[CH:43]=[CH:44][C:28]([CH2:27][CH2:26][C:6]2([CH:1]3[CH2:2][CH2:3][CH2:4][CH2:5]3)[O:7][C:8](=[O:25])[C:9]([CH2:13][C:14]3[N:24]=[C:17]4[N:18]=[C:19]([CH3:23])[CH:20]=[C:21]([CH3:22])[N:16]4[N:15]=3)=[C:10]([OH:12])[CH2:11]2)=[CH:29][C:30]=1[CH2:45][CH3:46], predict the reactants needed to synthesize it. The reactants are: [CH:1]1([C:6]2([CH2:26][CH2:27][C:28]3[CH:44]=[CH:43][C:31]([O:32][CH2:33][CH2:34][NH:35]C(=O)OC(C)(C)C)=[C:30]([CH2:45][CH3:46])[CH:29]=3)[CH2:11][C:10]([OH:12])=[C:9]([CH2:13][C:14]3[N:24]=[C:17]4[N:18]=[C:19]([CH3:23])[CH:20]=[C:21]([CH3:22])[N:16]4[N:15]=3)[C:8](=[O:25])[O:7]2)[CH2:5][CH2:4][CH2:3][CH2:2]1.